From a dataset of Reaction yield outcomes from USPTO patents with 853,638 reactions. Predict the reaction yield, written as a fraction of the theoretical maximum amount of product (1.0 means a 100% yield; for example, 0.34 means a 34% yield). (1) The reactants are C([O:5][NH:6][C:7]([C:9]1[C:14]([NH:15][C:16]2[CH:21]=[CH:20][C:19]([Br:22])=[CH:18][C:17]=2[F:23])=[C:13]([F:24])[C:12](=[O:25])[N:11]([CH3:26])[CH:10]=1)=[O:8])(C)(C)C.C(O)(C(F)(F)F)=O. No catalyst specified. The product is [OH:5][NH:6][C:7]([C:9]1[C:14]([NH:15][C:16]2[CH:21]=[CH:20][C:19]([Br:22])=[CH:18][C:17]=2[F:23])=[C:13]([F:24])[C:12](=[O:25])[N:11]([CH3:26])[CH:10]=1)=[O:8]. The yield is 0.330. (2) The reactants are [CH3:1][O:2][C:3](=[O:32])[C:4]1[CH:9]=[CH:8][C:7]([CH2:10][N:11]2[CH:15]=[C:14]([C:16]3[CH:21]=[CH:20][C:19]([Cl:22])=[CH:18][C:17]=3[Cl:23])[N:13]=[C:12]2[CH2:24][C:25]2[CH:30]=[CH:29][C:28](Br)=[CH:27][CH:26]=2)=[CH:6][CH:5]=1.[NH2:33][C:34]1[CH:35]=[C:36](B(O)O)[CH:37]=[CH:38][CH:39]=1. No catalyst specified. The product is [CH3:1][O:2][C:3](=[O:32])[C:4]1[CH:9]=[CH:8][C:7]([CH2:10][N:11]2[CH:15]=[C:14]([C:16]3[CH:21]=[CH:20][C:19]([Cl:22])=[CH:18][C:17]=3[Cl:23])[N:13]=[C:12]2[CH2:24][C:25]2[CH:30]=[CH:29][C:28]([C:38]3[CH:37]=[CH:36][CH:35]=[C:34]([NH2:33])[CH:39]=3)=[CH:27][CH:26]=2)=[CH:6][CH:5]=1. The yield is 0.750. (3) The reactants are Cl.[CH3:2][O:3][CH2:4][CH2:5][O:6][NH2:7].C([O-])([O-])=O.[K+].[K+].[O-]S([O-])(=O)=O.[Na+].[Na+].[CH:21](=O)[C:22]1[CH:27]=[CH:26][CH:25]=[CH:24][CH:23]=1. The catalyst is C(O)C. The product is [CH3:2][O:3][CH2:4][CH2:5][O:6][N:7]=[CH:21][C:22]1[CH:27]=[CH:26][CH:25]=[CH:24][CH:23]=1. The yield is 0.530.